The task is: Predict which catalyst facilitates the given reaction.. This data is from Catalyst prediction with 721,799 reactions and 888 catalyst types from USPTO. (1) Reactant: [NH2:1][C:2]1[CH:7]=[CH:6][C:5]([CH2:8][C:9]([N:11]2[CH2:20][CH2:19][C:18]3[C:13](=[C:14]([N:23]4[CH2:28][CH2:27][N:26]([CH3:29])[CH2:25][CH2:24]4)[CH:15]=[CH:16][C:17]=3[O:21][CH3:22])[CH2:12]2)=[O:10])=[CH:4][CH:3]=1.[CH3:30][O:31][C:32]1[CH:37]=[CH:36][C:35]([N:38]=[C:39]=[O:40])=[CH:34][CH:33]=1.C(N(CC)CC)C. Product: [CH3:22][O:21][C:17]1[CH:16]=[CH:15][C:14]([N:23]2[CH2:28][CH2:27][N:26]([CH3:29])[CH2:25][CH2:24]2)=[C:13]2[C:18]=1[CH2:19][CH2:20][N:11]([C:9](=[O:10])[CH2:8][C:5]1[CH:4]=[CH:3][C:2]([NH:1][C:39]([NH:38][C:35]3[CH:36]=[CH:37][C:32]([O:31][CH3:30])=[CH:33][CH:34]=3)=[O:40])=[CH:7][CH:6]=1)[CH2:12]2. The catalyst class is: 10. (2) Reactant: [S:1]1[CH:5]=[C:4]([CH2:6][NH2:7])[N:3]=[CH:2]1.[CH3:8][C:9]([O:12][C:13]([N:15]([C:33]([O:35][C:36]([CH3:39])([CH3:38])[CH3:37])=[O:34])[N:16]([C:24]1[C:29]([F:30])=[C:28](Cl)[N:27]=[C:26]([Cl:32])[N:25]=1)[C:17]([O:19][C:20]([CH3:23])([CH3:22])[CH3:21])=[O:18])=[O:14])([CH3:11])[CH3:10].C(N(CC)CC)C. Product: [CH3:11][C:9]([O:12][C:13]([N:15]([C:33]([O:35][C:36]([CH3:39])([CH3:38])[CH3:37])=[O:34])[N:16]([C:24]1[C:29]([F:30])=[C:28]([NH:7][CH2:6][C:4]2[N:3]=[CH:2][S:1][CH:5]=2)[N:27]=[C:26]([Cl:32])[N:25]=1)[C:17]([O:19][C:20]([CH3:21])([CH3:22])[CH3:23])=[O:18])=[O:14])([CH3:8])[CH3:10]. The catalyst class is: 20.